Dataset: Catalyst prediction with 721,799 reactions and 888 catalyst types from USPTO. Task: Predict which catalyst facilitates the given reaction. (1) Reactant: C(OC(=O)[NH:10][CH2:11][C:12]([CH3:36])([C:14]1[CH:19]=[CH:18][C:17]([C:20]2[N:24]=[CH:23][N:22]([C:25]3[CH:30]=[CH:29][C:28]([O:31][C:32]([F:35])([F:34])[F:33])=[CH:27][CH:26]=3)[N:21]=2)=[CH:16][CH:15]=1)[CH3:13])C1C=CC=CC=1. Product: [CH3:36][C:12]([C:14]1[CH:19]=[CH:18][C:17]([C:20]2[N:24]=[CH:23][N:22]([C:25]3[CH:30]=[CH:29][C:28]([O:31][C:32]([F:35])([F:34])[F:33])=[CH:27][CH:26]=3)[N:21]=2)=[CH:16][CH:15]=1)([CH3:13])[CH2:11][NH2:10]. The catalyst class is: 5. (2) Reactant: C(NC(C)C)(C)C.[CH2:8]([Li])[CH2:9][CH2:10][CH3:11].[CH3:13][O:14][C:15]1[CH:27]=[CH:26][C:18]([CH2:19][N:20]2[CH2:24]CC[C:21]2=[O:25])=[CH:17][CH:16]=1.ICC.[Cl-].[NH4+]. Product: [CH2:10]([CH:9]1[CH2:8][CH2:24][N:20]([CH2:19][C:18]2[CH:26]=[CH:27][C:15]([O:14][CH3:13])=[CH:16][CH:17]=2)[C:21]1=[O:25])[CH3:11]. The catalyst class is: 7. (3) Reactant: [Al+3].[Cl-].[Cl-].[Cl-].[CH3:5][C:6]([N:23]1[CH2:28][CH2:27][O:26][CH2:25][CH2:24]1)([CH3:22])[C:7]([C:9]1[CH:14]=[CH:13][C:12]([O:15][C:16]2[CH:21]=[CH:20][CH:19]=[CH:18][CH:17]=2)=[CH:11][CH:10]=1)=[O:8].[Br:29][C:30]([CH3:35])([CH3:34])[C:31](Br)=[O:32]. Product: [Br:29][C:30]([CH3:35])([CH3:34])[C:31]([C:19]1[CH:20]=[CH:21][C:16]([O:15][C:12]2[CH:13]=[CH:14][C:9]([C:7](=[O:8])[C:6]([CH3:5])([N:23]3[CH2:24][CH2:25][O:26][CH2:27][CH2:28]3)[CH3:22])=[CH:10][CH:11]=2)=[CH:17][CH:18]=1)=[O:32]. The catalyst class is: 4. (4) Reactant: [NH2:1][C:2](=[O:37])[C@@H:3]([NH:20][C:21]([C:23]1([NH:29][C:30](=[O:36])[O:31][C:32]([CH3:35])([CH3:34])[CH3:33])[CH2:28][CH2:27][O:26][CH2:25][CH2:24]1)=[O:22])[CH2:4][C:5]1[CH:10]=[CH:9][C:8](B2OC(C)(C)C(C)(C)O2)=[CH:7][CH:6]=1.Br[C:39]1[CH:46]=[CH:45][C:42]([C:43]#[N:44])=[C:41]([CH3:47])[CH:40]=1.C(=O)([O-])[O-].[Na+].[Na+]. Product: [NH2:1][C:2](=[O:37])[C@@H:3]([NH:20][C:21]([C:23]1([NH:29][C:30](=[O:36])[O:31][C:32]([CH3:33])([CH3:35])[CH3:34])[CH2:28][CH2:27][O:26][CH2:25][CH2:24]1)=[O:22])[CH2:4][C:5]1[CH:10]=[CH:9][C:8]([C:39]2[CH:46]=[CH:45][C:42]([C:43]#[N:44])=[C:41]([CH3:47])[CH:40]=2)=[CH:7][CH:6]=1. The catalyst class is: 10. (5) Reactant: Cl[C:2]1[C:3]([O:8][CH:9]2[CH2:14][CH2:13][N:12]([C:15]3[CH:24]=[CH:23][C:22]4[C:17](=[CH:18][CH:19]=[CH:20][CH:21]=4)[N:16]=3)[CH2:11][CH2:10]2)=[N:4][CH:5]=[CH:6][N:7]=1.[NH:25]1[CH2:30][CH2:29][CH:28]([C:31]([O:33][CH3:34])=[O:32])[CH2:27][CH2:26]1.C([O-])([O-])=O.[K+].[K+].CC(O)C. Product: [N:16]1[C:17]2[C:22](=[CH:21][CH:20]=[CH:19][CH:18]=2)[CH:23]=[CH:24][C:15]=1[N:12]1[CH2:13][CH2:14][CH:9]([O:8][C:3]2[C:2]([N:25]3[CH2:30][CH2:29][CH:28]([C:31]([O:33][CH3:34])=[O:32])[CH2:27][CH2:26]3)=[N:7][CH:6]=[CH:5][N:4]=2)[CH2:10][CH2:11]1. The catalyst class is: 6. (6) The catalyst class is: 44. Product: [CH3:22][S:19]([C:17]1[CH:16]=[CH:15][C:14]([O:23][C@@H:24]([CH3:29])[C:25]([F:27])([F:26])[F:28])=[C:13]([C:11]([N:9]2[CH2:10][C:4]3[CH:3]=[C:2]([N:30]4[CH2:35][CH2:34][O:33][CH2:32][CH2:31]4)[N:7]=[CH:6][C:5]=3[CH2:8]2)=[O:12])[CH:18]=1)(=[O:21])=[O:20]. Reactant: Cl[C:2]1[N:7]=[CH:6][C:5]2[CH2:8][N:9]([C:11]([C:13]3[CH:18]=[C:17]([S:19]([CH3:22])(=[O:21])=[O:20])[CH:16]=[CH:15][C:14]=3[O:23][C@@H:24]([CH3:29])[C:25]([F:28])([F:27])[F:26])=[O:12])[CH2:10][C:4]=2[CH:3]=1.[NH:30]1[CH2:35][CH2:34][O:33][CH2:32][CH2:31]1.